From a dataset of Full USPTO retrosynthesis dataset with 1.9M reactions from patents (1976-2016). Predict the reactants needed to synthesize the given product. Given the product [C:2]([C@@H:3]([NH:20][C:21]([C:23]1([NH:29][C:30](=[O:36])[O:31][C:32]([CH3:35])([CH3:33])[CH3:34])[CH2:24][CH2:25][O:26][CH2:27][CH2:28]1)=[O:22])[CH2:4][C:5]1[CH:10]=[CH:9][C:8]([C:11]2[CH:12]=[CH:13][C:14]([C:39]#[N:40])=[CH:15][CH:16]=2)=[CH:7][CH:6]=1)#[N:1], predict the reactants needed to synthesize it. The reactants are: [NH2:1][C:2](=O)[C@@H:3]([NH:20][C:21]([C:23]1([NH:29][C:30](=[O:36])[O:31][C:32]([CH3:35])([CH3:34])[CH3:33])[CH2:28][CH2:27][O:26][CH2:25][CH2:24]1)=[O:22])[CH2:4][C:5]1[CH:10]=[CH:9][C:8]([C:11]2[CH:16]=[CH:15][C:14](F)=[C:13](C#N)[CH:12]=2)=[CH:7][CH:6]=1.C[CH2:39][N+:40](S(N=C(OC)[O-])(=O)=O)(CC)CC.